This data is from Full USPTO retrosynthesis dataset with 1.9M reactions from patents (1976-2016). The task is: Predict the reactants needed to synthesize the given product. Given the product [Br:35][CH2:6][CH2:7][N:8]([CH2:27][CH2:28][Br:37])[C:9]1[C:10]([N+:24]([O-:26])=[O:25])=[CH:11][C:12]([N+:21]([O-:23])=[O:22])=[C:13]([CH:14]=1)[C:15]([NH:17][CH2:18][CH2:19][OH:20])=[O:16], predict the reactants needed to synthesize it. The reactants are: CS(O[CH2:6][CH2:7][N:8]([CH2:27][CH2:28]OS(C)(=O)=O)[C:9]1[CH:14]=[C:13]([C:15]([NH:17][CH2:18][CH2:19][OH:20])=[O:16])[C:12]([N+:21]([O-:23])=[O:22])=[CH:11][C:10]=1[N+:24]([O-:26])=[O:25])(=O)=O.[Li+].[Br-:35].[Na+].[Br-:37].